Dataset: Forward reaction prediction with 1.9M reactions from USPTO patents (1976-2016). Task: Predict the product of the given reaction. (1) Given the reactants COC1C=CC(C[NH:8][C:9]2[CH:10]=[C:11]([C:17]([F:20])([F:19])[F:18])[C:12]([C:15]#[N:16])=[N:13][CH:14]=2)=CC=1.C(O)(C(F)(F)F)=O, predict the reaction product. The product is: [NH2:8][C:9]1[CH:10]=[C:11]([C:17]([F:20])([F:18])[F:19])[C:12]([C:15]#[N:16])=[N:13][CH:14]=1. (2) Given the reactants [C:1]([C:5]1[CH:6]=[C:7]([NH2:11])[CH:8]=[CH:9][CH:10]=1)([CH3:4])([CH3:3])[CH3:2].[Br:12][C:13]1[CH:21]=[CH:20][C:16]([C:17](O)=[O:18])=[CH:15][C:14]=1[F:22].CN(C=O)C.CCN=C=NCCCN(C)C, predict the reaction product. The product is: [Br:12][C:13]1[CH:21]=[CH:20][C:16]([C:17]([NH:11][C:7]2[CH:8]=[CH:9][CH:10]=[C:5]([C:1]([CH3:4])([CH3:2])[CH3:3])[CH:6]=2)=[O:18])=[CH:15][C:14]=1[F:22]. (3) Given the reactants [F:1][C:2]([F:12])([F:11])[C:3]1[N:8]=[C:7]([C:9]#[N:10])[CH:6]=[CH:5][CH:4]=1.C[O-].[Na+].[NH4+:16].[Cl-].C([O-])(O)=O.[Na+], predict the reaction product. The product is: [F:12][C:2]([F:11])([F:1])[C:3]1[N:8]=[C:7]([C:9](=[NH:16])[NH2:10])[CH:6]=[CH:5][CH:4]=1. (4) Given the reactants Br[C:2]1[CH:3]=[CH:4][CH:5]=[C:6]2[C:11]=1[N:10]=[C:9]([NH:12][C:13]([CH3:16])([CH3:15])[CH3:14])[N:8]([CH:17]1[CH2:20][CH2:19][CH2:18]1)[C:7]2=[O:21].[CH3:22][C@@H:23]1[C:27]2[NH:28][C:29](B3OC(C)(C)C(C)(C)O3)=[CH:30][C:26]=2[C:25](=[O:40])[NH:24]1.P([O-])([O-])([O-])=O.[K+].[K+].[K+].CO.C(Cl)Cl, predict the reaction product. The product is: [C:13]([NH:12][C:9]1[N:8]([CH:17]2[CH2:20][CH2:19][CH2:18]2)[C:7](=[O:21])[C:6]2[C:11](=[C:2]([C:29]3[NH:28][C:27]4[C@@H:23]([CH3:22])[NH:24][C:25](=[O:40])[C:26]=4[CH:30]=3)[CH:3]=[CH:4][CH:5]=2)[N:10]=1)([CH3:16])([CH3:15])[CH3:14].